This data is from Reaction yield outcomes from USPTO patents with 853,638 reactions. The task is: Predict the reaction yield, written as a fraction of the theoretical maximum amount of product (1.0 means a 100% yield; for example, 0.34 means a 34% yield). (1) The reactants are [CH3:1][C:2]1[N:6]([CH2:7][CH2:8][O:9][C:10]2[CH:15]=[CH:14][C:13]([CH2:16][C@H:17]([O:23][CH2:24][CH3:25])[C:18]([O:20]CC)=[O:19])=[CH:12][CH:11]=2)[C:5]([C:26]2C=CC=CC=2C)=[CH:4][CH:3]=1.[OH-].[Na+]. The catalyst is CO. The product is [CH3:26][C:5]1[N:6]([CH2:7][CH2:8][O:9][C:10]2[CH:11]=[CH:12][C:13]([CH2:16][C@H:17]([O:23][CH2:24][CH3:25])[C:18]([OH:20])=[O:19])=[CH:14][CH:15]=2)[C:2]([CH3:1])=[CH:3][CH:4]=1. The yield is 0.940. (2) The product is [C:18]([NH:22][S:23]([C:26]1[CH:27]=[N:28][CH:29]=[C:30]([C:5]2[N:4]3[CH:9]=[CH:10][C:11]([C:12]4[CH:17]=[CH:16][CH:15]=[CH:14][CH:13]=4)=[C:3]3[C:2]([Cl:1])=[N:7][N:6]=2)[CH:31]=1)(=[O:25])=[O:24])([CH3:21])([CH3:19])[CH3:20]. The catalyst is O1CCOCC1.O.Cl[Pd](Cl)([P](C1C=CC=CC=1)(C1C=CC=CC=1)C1C=CC=CC=1)[P](C1C=CC=CC=1)(C1C=CC=CC=1)C1C=CC=CC=1. The reactants are [Cl:1][C:2]1[C:3]2[N:4]([CH:9]=[CH:10][C:11]=2[C:12]2[CH:17]=[CH:16][CH:15]=[CH:14][CH:13]=2)[C:5](Cl)=[N:6][N:7]=1.[C:18]([NH:22][S:23]([C:26]1[CH:27]=[N:28][CH:29]=[C:30](B2OC(C)(C)C(C)(C)O2)[CH:31]=1)(=[O:25])=[O:24])([CH3:21])([CH3:20])[CH3:19].C(=O)([O-])[O-].[K+].[K+]. The yield is 0.320.